Dataset: Reaction yield outcomes from USPTO patents with 853,638 reactions. Task: Predict the reaction yield, written as a fraction of the theoretical maximum amount of product (1.0 means a 100% yield; for example, 0.34 means a 34% yield). (1) The reactants are [Cl:1][C:2]1[CH:3]=[C:4]2[C:9](=[CH:10][CH:11]=1)[C:8](=[O:12])[N:7]([C:13]1[CH:14]=[C:15]([CH2:19][C:20](O)=[O:21])[CH:16]=[N:17][CH:18]=1)[CH2:6][CH2:5]2.CN(C(ON1N=NC2C=CC=NC1=2)=[N+](C)C)C.F[P-](F)(F)(F)(F)F.CCN(CC)CC.[NH:54]1[CH2:59][CH2:58][O:57][CH2:56][CH2:55]1. The catalyst is C(Cl)Cl. The product is [Cl:1][C:2]1[CH:3]=[C:4]2[C:9](=[CH:10][CH:11]=1)[C:8](=[O:12])[N:7]([C:13]1[CH:18]=[N:17][CH:16]=[C:15]([CH2:19][C:20]([N:54]3[CH2:59][CH2:58][O:57][CH2:56][CH2:55]3)=[O:21])[CH:14]=1)[CH2:6][CH2:5]2. The yield is 0.139. (2) The reactants are [CH3:1][O:2][C:3]1[CH:8]=[CH:7][C:6]([S:9](Cl)(=[O:11])=[O:10])=[CH:5][CH:4]=1.[C:13]1([CH:19]([C:42]2[CH:47]=[CH:46][CH:45]=[CH:44][CH:43]=2)[CH2:20][CH2:21][N:22]([CH:36]2[CH2:41][CH2:40][NH:39][CH2:38][CH2:37]2)[C:23]([NH:25][C:26]2[CH:31]=[CH:30][CH:29]=[C:28]([C:32]([F:35])([F:34])[F:33])[CH:27]=2)=[O:24])[CH:18]=[CH:17][CH:16]=[CH:15][CH:14]=1. The catalyst is O1CCCC1. The product is [C:42]1([CH:19]([C:13]2[CH:18]=[CH:17][CH:16]=[CH:15][CH:14]=2)[CH2:20][CH2:21][N:22]([CH:36]2[CH2:37][CH2:38][N:39]([S:9]([C:6]3[CH:7]=[CH:8][C:3]([O:2][CH3:1])=[CH:4][CH:5]=3)(=[O:11])=[O:10])[CH2:40][CH2:41]2)[C:23]([NH:25][C:26]2[CH:31]=[CH:30][CH:29]=[C:28]([C:32]([F:34])([F:33])[F:35])[CH:27]=2)=[O:24])[CH:47]=[CH:46][CH:45]=[CH:44][CH:43]=1. The yield is 0.560. (3) The reactants are [CH3:1][O:2][C:3]1[CH:4]=[C:5]([C:9](=[O:11])[CH3:10])[CH:6]=[CH:7][CH:8]=1.[CH3:12][N:13]([CH:15](OC)OC)[CH3:14]. No catalyst specified. The product is [CH3:12][N:13]([CH3:15])/[CH:14]=[CH:10]/[C:9]([C:5]1[CH:6]=[CH:7][CH:8]=[C:3]([O:2][CH3:1])[CH:4]=1)=[O:11]. The yield is 0.890. (4) The reactants are C[O:2][C:3](=[O:24])[C:4]1[CH:9]=[C:8]([C:10]2[S:11][CH:12]=[C:13]([C:15]3[CH:20]=[CH:19][C:18]([Cl:21])=[C:17]([Cl:22])[CH:16]=3)[N:14]=2)[CH:7]=[CH:6][C:5]=1Br.[Cl:25][C:26]1[CH:31]=[CH:30][C:29]([O:32][C:33]([F:36])([F:35])[F:34])=[CH:28][C:27]=1B(O)O. No catalyst specified. The product is [Cl:25][C:26]1[CH:27]=[CH:28][C:29]([O:32][C:33]([F:34])([F:35])[F:36])=[CH:30][C:31]=1[C:5]1[C:4]([C:3]([OH:2])=[O:24])=[CH:9][C:8]([C:10]2[S:11][CH:12]=[C:13]([C:15]3[CH:20]=[CH:19][C:18]([Cl:21])=[C:17]([Cl:22])[CH:16]=3)[N:14]=2)=[CH:7][CH:6]=1. The yield is 0.0100. (5) The reactants are Cl[C:2]1[C:3]2[S:22][CH2:21][CH2:20][C:4]=2[N:5]=[C:6]([N:8]2[CH2:13][CH2:12][N:11](C3C=CC=CC=3)[CH2:10][CH2:9]2)[N:7]=1.[CH:23]1([NH:29]C2C3SCCC=3N=C(N3CCN(C4C=CC(C(OCC)=O)=CC=4)CC3)N=2)CCC[CH2:25][CH2:24]1. The catalyst is O1CCOCC1. The product is [N:8]1([C:6]2[N:7]=[C:2]([CH2:25][CH2:24][CH2:23][NH2:29])[C:3]3[S:22][CH2:21][CH2:20][C:4]=3[N:5]=2)[CH2:9][CH2:10][NH:11][CH2:12][CH2:13]1. The yield is 0.800. (6) The reactants are [C:1]([C:5]1[C:13]2[C:8](=[CH:9][CH:10]=[C:11]([N+:14]([O-])=O)[CH:12]=2)[NH:7][CH:6]=1)([CH3:4])([CH3:3])[CH3:2]. The catalyst is CO.[Ni]. The yield is 0.190. The product is [C:1]([C:5]1[C:13]2[C:8](=[CH:9][CH:10]=[C:11]([NH2:14])[CH:12]=2)[NH:7][CH:6]=1)([CH3:4])([CH3:2])[CH3:3].